From a dataset of Forward reaction prediction with 1.9M reactions from USPTO patents (1976-2016). Predict the product of the given reaction. Given the reactants [CH2:1]1[CH:5]2[CH2:6][NH:7][CH2:8][CH:4]2[CH2:3][N:2]1[C:9]([C:11]1[CH:16]=[CH:15][CH:14]=[CH:13][C:12]=1[C:17]1[S:18][CH:19]=[CH:20][CH:21]=1)=[O:10].Cl[C:23]1[CH:28]=[CH:27][CH:26]=[C:25]([CH3:29])[N:24]=1, predict the reaction product. The product is: [CH3:29][C:25]1[N:24]=[C:23]([N:7]2[CH2:8][CH:4]3[CH:5]([CH2:1][N:2]([C:9]([C:11]4[CH:16]=[CH:15][CH:14]=[CH:13][C:12]=4[C:17]4[S:18][CH:19]=[CH:20][CH:21]=4)=[O:10])[CH2:3]3)[CH2:6]2)[CH:28]=[CH:27][CH:26]=1.